The task is: Predict the product of the given reaction.. This data is from Forward reaction prediction with 1.9M reactions from USPTO patents (1976-2016). (1) The product is: [CH3:11][N:7]1[C:8]2[C:4](=[CH:3][C:2]([B:17]3[O:18][C:19]([CH3:21])([CH3:20])[C:15]([CH3:31])([CH3:14])[O:16]3)=[CH:10][CH:9]=2)[C:5]([CH2:12][OH:13])=[N:6]1. Given the reactants Br[C:2]1[CH:3]=[C:4]2[C:8](=[CH:9][CH:10]=1)[N:7]([CH3:11])[N:6]=[C:5]2[CH2:12][OH:13].[CH3:14][C:15]1([CH3:31])[C:19]([CH3:21])([CH3:20])[O:18][B:17]([B:17]2[O:18][C:19]([CH3:21])([CH3:20])[C:15]([CH3:31])([CH3:14])[O:16]2)[O:16]1.ClCCl.C([O-])(=O)C.[K+], predict the reaction product. (2) Given the reactants C[O:2][C:3]1[CH2:4][CH2:5][CH2:6][N:7]=1.Br[CH2:9][C:10]([C:12]1[CH:17]=[CH:16][C:15]([O:18][C:19]([F:22])([F:21])[F:20])=[CH:14][CH:13]=1)=[O:11].O, predict the reaction product. The product is: [O:11]=[C:10]([C:12]1[CH:13]=[CH:14][C:15]([O:18][C:19]([F:20])([F:21])[F:22])=[CH:16][CH:17]=1)[CH2:9][N:7]1[CH2:6][CH2:5][CH2:4][C:3]1=[O:2]. (3) Given the reactants F[C:2]1[C:3](=[O:20])[N:4]([CH2:12][C:13]2[N:17]([CH3:18])[C:16](=[O:19])[NH:15][N:14]=2)[CH:5]=[CH:6][C:7]=1[C:8]([F:11])([F:10])[F:9].[F:21][CH:22]([F:32])[C:23]1[CH:24]=[C:25]([CH:28]=[C:29]([OH:31])[CH:30]=1)[C:26]#[N:27].C([O-])([O-])=O.[K+].[K+], predict the reaction product. The product is: [F:21][CH:22]([F:32])[C:23]1[CH:24]=[C:25]([CH:28]=[C:29]([O:31][C:2]2[C:3](=[O:20])[N:4]([CH2:12][C:13]3[N:17]([CH3:18])[C:16](=[O:19])[NH:15][N:14]=3)[CH:5]=[CH:6][C:7]=2[C:8]([F:11])([F:10])[F:9])[CH:30]=1)[C:26]#[N:27]. (4) Given the reactants P(Cl)(Cl)(Cl)=O.C[N:7]([C:18]([C:20]1[NH:21][CH:22]=[CH:23][CH:24]=1)=[O:19])[NH:8][C:9](=O)[C:10]1[CH:15]=[CH:14][C:13]([I:16])=[CH:12][CH:11]=1.[C:25](#N)C, predict the reaction product. The product is: [I:16][C:13]1[CH:14]=[CH:15][C:10]([C:9]2[O:19][C:18]([C:20]3[N:21]([CH3:25])[CH:22]=[CH:23][CH:24]=3)=[N:7][N:8]=2)=[CH:11][CH:12]=1. (5) Given the reactants C(OC(=O)[C:5]([C:13]1[C:22]2[C:17](=[CH:18][CH:19]=[C:20]([I:23])[CH:21]=2)[N:16]=[CH:15][C:14]=1[C:24]#[N:25])([CH2:11][CH3:12])C(OCC)=O)C.[Cl-].[Li+].O.CS(C)=O, predict the reaction product. The product is: [I:23][C:20]1[CH:21]=[C:22]2[C:17](=[CH:18][CH:19]=1)[N:16]=[CH:15][C:14]([C:24]#[N:25])=[C:13]2[CH2:5][CH2:11][CH3:12]. (6) Given the reactants [NH2:1][C:2]1[N:6]([CH:7]2[CH2:12][CH2:11][CH2:10][N:9]([C:13]#[N:14])[CH2:8]2)[N:5]=[C:4]([C:15]2[CH:20]=[CH:19][C:18](CC3C=CC=CC=3)=[CH:17][CH:16]=2)[C:3]=1[C:28]([NH2:30])=[O:29].[Cl-].[F:32][C:33]1[CH:34]=[C:35]([CH:38]=[CH:39][C:40]=1[F:41])[CH2:36][Zn+], predict the reaction product. The product is: [NH2:1][C:2]1[N:6]([CH:7]2[CH2:12][CH2:11][CH2:10][N:9]([C:13]#[N:14])[CH2:8]2)[N:5]=[C:4]([C:15]2[CH:16]=[CH:17][C:18]([CH2:36][C:35]3[CH:38]=[CH:39][C:40]([F:41])=[C:33]([F:32])[CH:34]=3)=[CH:19][CH:20]=2)[C:3]=1[C:28]([NH2:30])=[O:29]. (7) The product is: [CH3:5][O:4][C:2](=[O:3])[NH:16][C:13]1[CH:14]=[C:15]2[C:7]([I:6])=[N:8][N:9]([CH3:17])[C:10]2=[N:11][CH:12]=1. Given the reactants Cl[C:2]([O:4][CH3:5])=[O:3].[I:6][C:7]1[C:15]2[C:10](=[N:11][CH:12]=[C:13]([NH2:16])[CH:14]=2)[N:9]([CH3:17])[N:8]=1.N1C=CC=CC=1, predict the reaction product.